From a dataset of Experimentally validated miRNA-target interactions with 360,000+ pairs, plus equal number of negative samples. Binary Classification. Given a miRNA mature sequence and a target amino acid sequence, predict their likelihood of interaction. Result: 1 (interaction). The protein sequence of the target gene is MAPISLSWLLRLATFCHLTVLLAGQHHGVTKCNITCSKMTSKIPVALLIHYQQNQASCGKRAIILETRQHRLFCADPKEQWVKDAMQHLDRQAAALTRNGGTFEKQIGEVKPRTTPAAGGMDESVVLEPEATGESSSLEPTPSSQEAQRALGTSPELPTGVTGSSGTRLPPTPKAQDGGPVGTELFRVPPVSTAATWQSSAPHQPGPSLWAEAKTSEAPSTQDPSTQASTASSPAPEENAPSEGQRVWGQGQSPRPENSLEREEMGPVPAHTDAFQDWGPGSMAHVSVVPVSSEGTPSRE.... The miRNA is hsa-miR-7152-3p with sequence UCUGGUCCUGGACAGGAGGC.